From a dataset of Forward reaction prediction with 1.9M reactions from USPTO patents (1976-2016). Predict the product of the given reaction. (1) Given the reactants [C:1]12([C:11]3[CH:12]=[C:13](Br)[C:14]4[O:18][C:17]([CH3:19])=[N:16][C:15]=4[CH:20]=3)[CH2:10][CH:5]3[CH2:6][CH:7]([CH2:9][CH:3]([CH2:4]3)[CH2:2]1)[CH2:8]2.[C:22](=[O:25])([O-])[O-].[Na+].[Na+], predict the reaction product. The product is: [C:1]12([C:11]3[CH:12]=[C:13]([C:1]4[CH:2]=[C:3]([CH:4]=[CH:5][CH:10]=4)[CH:22]=[O:25])[C:14]4[O:18][C:17]([CH3:19])=[N:16][C:15]=4[CH:20]=3)[CH2:10][CH:5]3[CH2:6][CH:7]([CH2:9][CH:3]([CH2:4]3)[CH2:2]1)[CH2:8]2. (2) The product is: [CH:12]1([N:16]2[CH2:22][CH2:21][C:20]3[CH:23]=[CH:24][C:25]([O:27][C:28]4[N:29]=[CH:30][C:31]([N:7]5[CH2:10][CH2:9][C:8]5=[O:11])=[CH:32][CH:33]=4)=[CH:26][C:19]=3[CH2:18][CH2:17]2)[CH2:13][CH2:14][CH2:15]1. Given the reactants C(=O)([O-])[O-].[Cs+].[Cs+].[NH:7]1[CH2:10][CH2:9][C:8]1=[O:11].[CH:12]1([N:16]2[CH2:22][CH2:21][C:20]3[CH:23]=[CH:24][C:25]([O:27][C:28]4[CH:33]=[CH:32][C:31](I)=[CH:30][N:29]=4)=[CH:26][C:19]=3[CH2:18][CH2:17]2)[CH2:15][CH2:14][CH2:13]1.N[C@@H]1CCCC[C@H]1N, predict the reaction product. (3) Given the reactants [NH2:1][C:2]1[N:6]([CH3:7])[C:5](=[O:8])[C:4]([C:15]2[CH:20]=[CH:19][CH:18]=[CH:17][CH:16]=2)([CH:9]2[CH2:14][CH2:13][CH2:12][NH:11][CH2:10]2)[N:3]=1.C(N(C(C)C)CC)(C)C.Cl[C:31]([O:33][CH2:34][CH3:35])=[O:32], predict the reaction product. The product is: [NH2:1][C:2]1[N:6]([CH3:7])[C:5](=[O:8])[C:4]([CH:9]2[CH2:14][CH2:13][CH2:12][N:11]([C:31]([O:33][CH2:34][CH3:35])=[O:32])[CH2:10]2)([C:15]2[CH:20]=[CH:19][CH:18]=[CH:17][CH:16]=2)[N:3]=1. (4) Given the reactants [CH2:1]([N:8]([CH2:10][C@H:11]1[CH2:16][N:15]([S:17]([C:20]2[S:21][CH:22]=[CH:23][CH:24]=2)(=[O:19])=[O:18])[CH2:14][CH2:13][N:12]1[C:25]1[CH:30]=[CH:29][C:28]([C@:31]([OH:37])([CH3:36])[C:32]([F:35])([F:34])[F:33])=[CH:27][CH:26]=1)[CH3:9])[C:2]1[CH:7]=[CH:6][CH:5]=[CH:4][CH:3]=1.C(N(C[C@@H]1CN(S(C2SC=CC=2)(=O)=O)CCN1C1C=CC([C@@](O)(C)C(F)(F)F)=CC=1)C)C1C=CC=CC=1.C(N(C[C@H]1CN(S(C2SC=CC=2)(=O)=O)CCN1C1C=CC([C@@](O)(C)C(F)(F)F)=CC=1)C)C1C=CC=CC=1.C1N=C(N)C2N=CN([C@@H]3O[C@H](COP(OP(OC[C@H]4O[C@@H](N5C=C(C(N)=O)CC=C5)[C@H](O)[C@@H]4O)(O)=O)(O)=O)[C@@H](O)[C@H]3OP(O)(O)=O)C=2N=1, predict the reaction product. The product is: [CH2:1]([N:8]([CH2:10][C@@H:11]1[CH2:16][N:15]([S:17]([C:20]2[S:21][CH:22]=[CH:23][CH:24]=2)(=[O:19])=[O:18])[CH2:14][CH2:13][N:12]1[C:25]1[CH:26]=[CH:27][C:28]([C@:31]([OH:37])([CH3:36])[C:32]([F:34])([F:33])[F:35])=[CH:29][CH:30]=1)[CH3:9])[C:2]1[CH:7]=[CH:6][CH:5]=[CH:4][CH:3]=1. (5) Given the reactants [NH2:1][C@@H:2]([CH2:25][S:26][CH2:27][C@H:28]([NH:43][C:44](=[O:56])[CH2:45][CH2:46][CH2:47][CH2:48][CH2:49][CH2:50][CH2:51][CH2:52][CH2:53][CH2:54][CH3:55])[CH2:29][O:30][CH2:31][CH2:32][CH2:33][CH2:34][CH2:35][CH2:36][CH2:37][CH2:38][CH2:39][CH2:40][CH2:41][CH3:42])[C:3](=[O:24])[NH:4][CH2:5][CH2:6][O:7][CH2:8][CH2:9][O:10][CH2:11][CH2:12][O:13][CH2:14][CH2:15][P:16](=[O:23])([O:20]CC)[O:17]CC.C[Si](Br)(C)C, predict the reaction product. The product is: [NH2:1][C@@H:2]([CH2:25][S:26][CH2:27][C@H:28]([NH:43][C:44](=[O:56])[CH2:45][CH2:46][CH2:47][CH2:48][CH2:49][CH2:50][CH2:51][CH2:52][CH2:53][CH2:54][CH3:55])[CH2:29][O:30][CH2:31][CH2:32][CH2:33][CH2:34][CH2:35][CH2:36][CH2:37][CH2:38][CH2:39][CH2:40][CH2:41][CH3:42])[C:3](=[O:24])[NH:4][CH2:5][CH2:6][O:7][CH2:8][CH2:9][O:10][CH2:11][CH2:12][O:13][CH2:14][CH2:15][P:16](=[O:17])([OH:20])[OH:23]. (6) Given the reactants C(OC([N:8]1[CH2:17][CH2:16][C:15]2[C:10](=[CH:11][C:12]([CH2:18][CH2:19][N:20]3[CH:25]=[CH:24][C:23]([O:26][CH2:27][C:28]4[CH:33]=[CH:32][CH:31]=[CH:30][CH:29]=4)=[CH:22][C:21]3=[O:34])=[CH:13][CH:14]=2)[CH2:9]1)=O)(C)(C)C.FC(F)(F)C(O)=O.C([O-])(O)=O.[Na+], predict the reaction product. The product is: [CH2:27]([O:26][C:23]1[CH:24]=[CH:25][N:20]([CH2:19][CH2:18][C:12]2[CH:11]=[C:10]3[C:15]([CH2:16][CH2:17][NH:8][CH2:9]3)=[CH:14][CH:13]=2)[C:21](=[O:34])[CH:22]=1)[C:28]1[CH:29]=[CH:30][CH:31]=[CH:32][CH:33]=1. (7) The product is: [Br:1][C:2]1[C:3]([CH3:7])=[N:4][N:5]([C:15]2[CH:20]=[CH:19][C:18]([N+:21]([O-:23])=[O:22])=[CH:17][CH:16]=2)[CH:6]=1. Given the reactants [Br:1][C:2]1[C:3]([CH3:7])=[N:4][NH:5][CH:6]=1.C(O[K])(C)(C)C.F[C:15]1[CH:20]=[CH:19][C:18]([N+:21]([O-:23])=[O:22])=[CH:17][CH:16]=1, predict the reaction product. (8) Given the reactants [CH3:1][O:2][C:3]1[CH:8]=[CH:7][C:6]([O:9][CH3:10])=[CH:5][C:4]=1[S:11](Cl)(=[O:13])=[O:12].C([N:17](CC)CC)C.[NH2:22][C@@H:23]1[CH2:27][CH2:26][N:25]([C:28](OC(C)(C)C)=O)[CH2:24]1.CCN(C(C)C)C(C)C.BrC#N, predict the reaction product. The product is: [C:28]([N:25]1[CH2:26][CH2:27][C@@H:23]([NH:22][S:11]([C:4]2[CH:5]=[C:6]([O:9][CH3:10])[CH:7]=[CH:8][C:3]=2[O:2][CH3:1])(=[O:13])=[O:12])[CH2:24]1)#[N:17]. (9) Given the reactants [C:1]1([C:22]2[CH:27]=[CH:26][CH:25]=[CH:24][CH:23]=2)[CH:6]=[CH:5][C:4]([CH2:7][NH:8][C:9]2[N:17]=[C:16](Cl)[N:15]=[C:14]3[C:10]=2[N:11]=[CH:12][N:13]3[CH2:19][CH2:20][CH3:21])=[CH:3][CH:2]=1.[NH2:28][C@H:29]([CH2:32][CH3:33])[CH2:30][OH:31].CCOCC, predict the reaction product. The product is: [C:1]1([C:22]2[CH:27]=[CH:26][CH:25]=[CH:24][CH:23]=2)[CH:6]=[CH:5][C:4]([CH2:7][NH:8][C:9]2[N:17]=[C:16]([NH:28][C@H:29]([CH2:32][CH3:33])[CH2:30][OH:31])[N:15]=[C:14]3[C:10]=2[N:11]=[CH:12][N:13]3[CH2:19][CH2:20][CH3:21])=[CH:3][CH:2]=1.